Task: Predict the reactants needed to synthesize the given product.. Dataset: Full USPTO retrosynthesis dataset with 1.9M reactions from patents (1976-2016) (1) Given the product [C:21]([O:5][CH2:4][CH2:3][C:2]([CH3:1])([CH:12]=[CH2:13])[C:6]([CH3:11])([CH3:10])[CH2:7][CH:8]=[CH2:9])(=[O:23])[CH3:22], predict the reactants needed to synthesize it. The reactants are: [CH3:1][C:2]([CH:12]=[CH2:13])([C:6]([CH3:11])([CH3:10])[CH2:7][CH:8]=[CH2:9])[CH2:3][CH2:4][OH:5].CCN(CC)CC.[C:21](OC(=O)C)(=[O:23])[CH3:22]. (2) Given the product [CH2:1]([O:3][C:4]([CH:5]1[CH2:6][CH2:7][N:8]([C:17](=[O:18])[C:16]2[CH:20]=[CH:21][C:13]([F:12])=[CH:14][CH:15]=2)[CH2:9][CH2:10]1)=[O:11])[CH3:2], predict the reactants needed to synthesize it. The reactants are: [CH2:1]([O:3][C:4](=[O:11])[CH:5]1[CH2:10][CH2:9][NH:8][CH2:7][CH2:6]1)[CH3:2].[F:12][C:13]1[CH:21]=[CH:20][C:16]([C:17](Cl)=[O:18])=[CH:15][CH:14]=1. (3) Given the product [OH:42][C:25]([CH3:41])([CH3:24])[CH2:26][N:27]1[CH:31]=[C:30]([C:2]2[CH:3]=[CH:4][C:5]3[C:11]4[N:12]=[C:13]([N:15]5[C:19]([CH3:21])([CH3:20])[CH2:18][NH:17][C:16]5=[O:22])[S:14][C:10]=4[CH2:9][CH2:8][O:7][C:6]=3[CH:23]=2)[CH:29]=[N:28]1, predict the reactants needed to synthesize it. The reactants are: Br[C:2]1[CH:3]=[CH:4][C:5]2[C:11]3[N:12]=[C:13]([N:15]4[C:19]([CH3:21])([CH3:20])[CH2:18][NH:17][C:16]4=[O:22])[S:14][C:10]=3[CH2:9][CH2:8][O:7][C:6]=2[CH:23]=1.[CH3:24][C:25]([OH:42])([CH3:41])[CH2:26][N:27]1[CH:31]=[C:30](B2OC(C)(C)C(C)(C)O2)[CH:29]=[N:28]1. (4) Given the product [CH2:27]([O:26][C:24]([C:23]1[CH:29]=[CH:30][C:31]2[O:32][C:9]([C:12]3[CH:17]=[C:16]([Cl:18])[CH:15]=[C:14]([Cl:19])[CH:13]=3)([C:4]3[CH:3]=[C:2]([Cl:1])[CH:7]=[C:6]([Cl:8])[CH:5]=3)[O:20][C:21]=2[CH:22]=1)=[O:25])[CH3:28], predict the reactants needed to synthesize it. The reactants are: [Cl:1][C:2]1[CH:3]=[C:4]([C:9]([C:12]2[CH:17]=[C:16]([Cl:18])[CH:15]=[C:14]([Cl:19])[CH:13]=2)(Cl)Cl)[CH:5]=[C:6]([Cl:8])[CH:7]=1.[OH:20][C:21]1[CH:22]=[C:23]([CH:29]=[CH:30][C:31]=1[OH:32])[C:24]([O:26][CH2:27][CH3:28])=[O:25].